Dataset: Full USPTO retrosynthesis dataset with 1.9M reactions from patents (1976-2016). Task: Predict the reactants needed to synthesize the given product. (1) Given the product [NH2:9][C:5]1[CH:4]=[C:3]([CH:8]=[CH:7][N:6]=1)[C:1]#[N:2], predict the reactants needed to synthesize it. The reactants are: [C:1]([C:3]1[CH:8]=[CH:7][N:6]=[C:5]([NH:9]C(=O)OC(C)(C)C)[CH:4]=1)#[N:2].FC(F)(F)C(O)=O. (2) Given the product [CH2:38]([NH:40][CH2:1][C:3]1[CH:4]=[C:5]([C:9]2[CH:10]=[C:11]3[C:15](=[C:16]([C:18]([NH2:20])=[O:19])[CH:17]=2)[NH:14][CH:13]=[C:12]3[CH:21]2[CH2:26][CH2:25][N:24]([S:27]([CH2:30][CH2:31][CH2:32][N:33]3[CH2:34][CH2:35][CH2:36][CH2:37]3)(=[O:29])=[O:28])[CH2:23][CH2:22]2)[CH:6]=[CH:7][CH:8]=1)[CH3:39], predict the reactants needed to synthesize it. The reactants are: [CH:1]([C:3]1[CH:4]=[C:5]([C:9]2[CH:10]=[C:11]3[C:15](=[C:16]([C:18]([NH2:20])=[O:19])[CH:17]=2)[NH:14][CH:13]=[C:12]3[CH:21]2[CH2:26][CH2:25][N:24]([S:27]([CH2:30][CH2:31][CH2:32][N:33]3[CH2:37][CH2:36][CH2:35][CH2:34]3)(=[O:29])=[O:28])[CH2:23][CH2:22]2)[CH:6]=[CH:7][CH:8]=1)=O.[CH2:38]([NH2:40])[CH3:39].C1COCC1.[BH4-].[Na+]. (3) Given the product [CH3:11][C:2]1[N:10]=[CH:9][N:8]=[C:7]2[C:3]=1[NH:4][CH:5]=[N:6]2, predict the reactants needed to synthesize it. The reactants are: Cl[C:2]1[N:10]=[CH:9][N:8]=[C:7]2[C:3]=1[NH:4][CH:5]=[N:6]2.[CH3:11][Al](C)C.[Cl-].[NH4+]. (4) Given the product [Br:20][C:17]1[CH:18]=[CH:19][C:14]([C:11]2[C:10]3[CH:21]=[CH:22][C:7]([O:6][CH2:5][CH2:4][CH2:3][CH2:2][NH:25][CH2:23][CH3:24])=[CH:8][C:9]=3[S:13][N:12]=2)=[CH:15][CH:16]=1, predict the reactants needed to synthesize it. The reactants are: Br[CH2:2][CH2:3][CH2:4][CH2:5][O:6][C:7]1[CH:22]=[CH:21][C:10]2[C:11]([C:14]3[CH:19]=[CH:18][C:17]([Br:20])=[CH:16][CH:15]=3)=[N:12][S:13][C:9]=2[CH:8]=1.[CH2:23]([NH2:25])[CH3:24]. (5) Given the product [C:10]([NH:5][C:4]1[CH:6]=[CH:7][CH:8]=[C:2]([I:1])[C:3]=1[CH3:9])(=[O:12])[CH3:11], predict the reactants needed to synthesize it. The reactants are: [I:1][C:2]1[C:3]([CH3:9])=[C:4]([CH:6]=[CH:7][CH:8]=1)[NH2:5].[C:10](OC(=O)C)(=[O:12])[CH3:11].